The task is: Predict the product of the given reaction.. This data is from Forward reaction prediction with 1.9M reactions from USPTO patents (1976-2016). (1) Given the reactants Cl[C:2]1[C:3](=[O:17])[N:4]([CH:9]([C:11]2[CH:16]=[CH:15][CH:14]=[CH:13][CH:12]=2)[CH3:10])[N:5]=[CH:6][C:7]=1Cl.[C:18](=[O:21])([O-])[O-].[Na+].[Na+].[OH:24][C:25]1[CH:30]=[CH:29][C:28](B(O)O)=[CH:27][CH:26]=1, predict the reaction product. The product is: [OH:24][C:25]1[CH:30]=[CH:29][C:28]([C:2]2[C:3](=[O:17])[N:4]([CH:9]([C:11]3[CH:16]=[CH:15][CH:14]=[CH:13][CH:12]=3)[CH3:10])[N:5]=[CH:6][C:7]=2[C:11]2[CH:12]=[CH:13][C:18]([OH:21])=[CH:10][CH:9]=2)=[CH:27][CH:26]=1. (2) Given the reactants [F:1][C:2]1[CH:10]=[C:9]([N+:11]([O-])=O)[CH:8]=[C:7]2[C:3]=1[CH2:4][N:5]([CH3:14])[CH2:6]2, predict the reaction product. The product is: [F:1][C:2]1[CH:10]=[C:9]([NH2:11])[CH:8]=[C:7]2[C:3]=1[CH2:4][N:5]([CH3:14])[CH2:6]2. (3) Given the reactants N[C:2]1[C:7]([N+:8]([O-:10])=[O:9])=[C:6]([CH3:11])[C:5]([Br:12])=[CH:4][N:3]=1.[Br:13][C:14]1[C:15]([CH3:24])=[C:16]([N+:21]([O-:23])=[O:22])[C:17](I)=[N:18][CH:19]=1.I([O-])(=O)(=O)=O.[Na+].[OH2:31], predict the reaction product. The product is: [Br:12][C:5]1[C:6]([CH3:11])=[C:7]([N+:8]([O-:10])=[O:9])[C:2]([CH:14]=[O:31])=[N:3][CH:4]=1.[Br:13][C:14]1[C:15]([CH3:24])=[C:16]([N+:21]([O-:23])=[O:22])[C:17]([CH:2]=[CH2:7])=[N:18][CH:19]=1. (4) Given the reactants ClCCl.O=S(Cl)Cl.[Cl:8][C:9]1[CH:15]=[CH:14][C:12]([NH2:13])=[CH:11][CH:10]=1.[CH2:16](O)[CH2:17][OH:18], predict the reaction product. The product is: [Cl:8][C:9]1[CH:15]=[CH:14][C:12]([NH:13][CH2:16][CH2:17][OH:18])=[CH:11][CH:10]=1. (5) Given the reactants C1(P(C2C=CC=CC=2)C2C=CC=CC=2)C=CC=CC=1.N1C=CN=C1.[I:25]I.[C:27]([O:31][C:32](=[O:37])[NH:33][CH2:34][CH2:35]O)([CH3:30])([CH3:29])[CH3:28], predict the reaction product. The product is: [C:27]([O:31][C:32](=[O:37])[NH:33][CH2:34][CH2:35][I:25])([CH3:30])([CH3:29])[CH3:28]. (6) Given the reactants C([Si]([O:8][CH2:9][CH2:10]/[CH:11]=[CH:12]/[C:13]1[CH:18]=[CH:17][C:16]([Cl:19])=[C:15]([Cl:20])[CH:14]=1)(C)C)(C)(C)C.CCCC[N+](CCCC)(CCCC)CCCC.[F-], predict the reaction product. The product is: [Cl:20][C:15]1[CH:14]=[C:13](/[CH:12]=[CH:11]/[CH2:10][CH2:9][OH:8])[CH:18]=[CH:17][C:16]=1[Cl:19]. (7) Given the reactants Cl[C:2]1[N:7]2[N:8]=[C:9]([CH3:11])[CH:10]=[C:6]2[N:5]=[C:4]([NH:12][C:13](=[O:25])[C:14]2[CH:19]=[CH:18][C:17]([C:20]([CH3:24])([CH3:23])[CH2:21][OH:22])=[CH:16][CH:15]=2)[CH:3]=1.[C:26]1(B(O)O)[CH:31]=[CH:30][CH:29]=[CH:28][CH:27]=1, predict the reaction product. The product is: [OH:22][CH2:21][C:20]([C:17]1[CH:18]=[CH:19][C:14]([C:13]([NH:12][C:4]2[CH:3]=[C:2]([C:26]3[CH:31]=[CH:30][CH:29]=[CH:28][CH:27]=3)[N:7]3[N:8]=[C:9]([CH3:11])[CH:10]=[C:6]3[N:5]=2)=[O:25])=[CH:15][CH:16]=1)([CH3:24])[CH3:23]. (8) Given the reactants [CH3:1][O:2][C:3]1[CH:8]=[CH:7][C:6]([NH2:9])=[C:5]([N+:10]([O-])=O)[CH:4]=1.[H-].[Na+].[CH3:15]I, predict the reaction product. The product is: [CH3:1][O:2][C:3]1[CH:4]=[C:5]([NH2:10])[C:6]([NH:9][CH3:15])=[CH:7][CH:8]=1.